Dataset: Peptide-MHC class I binding affinity with 185,985 pairs from IEDB/IMGT. Task: Regression. Given a peptide amino acid sequence and an MHC pseudo amino acid sequence, predict their binding affinity value. This is MHC class I binding data. The peptide sequence is SADPLASLL. The MHC is HLA-B08:01 with pseudo-sequence HLA-B08:01. The binding affinity (normalized) is 0.0847.